From a dataset of Peptide-MHC class II binding affinity with 134,281 pairs from IEDB. Regression. Given a peptide amino acid sequence and an MHC pseudo amino acid sequence, predict their binding affinity value. This is MHC class II binding data. (1) The peptide sequence is FIRINNLKVKMAQED. The MHC is DRB1_1501 with pseudo-sequence DRB1_1501. The binding affinity (normalized) is 0.164. (2) The peptide sequence is YGIFQSTFLGASQRG. The MHC is HLA-DQA10501-DQB10302 with pseudo-sequence HLA-DQA10501-DQB10302. The binding affinity (normalized) is 0.490. (3) The peptide sequence is AFSIRPGLLIGFGLR. The MHC is DRB1_0404 with pseudo-sequence DRB1_0404. The binding affinity (normalized) is 0.703.